This data is from Peptide-MHC class I binding affinity with 185,985 pairs from IEDB/IMGT. The task is: Regression. Given a peptide amino acid sequence and an MHC pseudo amino acid sequence, predict their binding affinity value. This is MHC class I binding data. (1) The peptide sequence is RLRLIHLLHQ. The MHC is HLA-B27:05 with pseudo-sequence HLA-B27:05. The binding affinity (normalized) is 0.379. (2) The peptide sequence is PKIFEDQLL. The MHC is H-2-Db with pseudo-sequence H-2-Db. The binding affinity (normalized) is 0. (3) The peptide sequence is RRLAARGLL. The MHC is Mamu-B08 with pseudo-sequence Mamu-B08. The binding affinity (normalized) is 0.780. (4) The peptide sequence is YVFPVIFSR. The MHC is HLA-A33:01 with pseudo-sequence HLA-A33:01. The binding affinity (normalized) is 0.796. (5) The peptide sequence is LPCQLMYAL. The MHC is HLA-B35:01 with pseudo-sequence HLA-B35:01. The binding affinity (normalized) is 1.00. (6) The peptide sequence is TEEKIKAL. The MHC is H-2-Kk with pseudo-sequence H-2-Kk. The binding affinity (normalized) is 0.686. (7) The peptide sequence is LEENVEVEI. The MHC is HLA-B40:01 with pseudo-sequence HLA-B40:01. The binding affinity (normalized) is 0.778. (8) The peptide sequence is IGYRLGMGK. The MHC is HLA-B46:01 with pseudo-sequence HLA-B46:01. The binding affinity (normalized) is 0.0847. (9) The peptide sequence is YKEPNSIIL. The MHC is HLA-A68:02 with pseudo-sequence HLA-A68:02. The binding affinity (normalized) is 0.0847.